From a dataset of Full USPTO retrosynthesis dataset with 1.9M reactions from patents (1976-2016). Predict the reactants needed to synthesize the given product. The reactants are: [CH2:1](Br)[C:2]1[CH:7]=[CH:6][CH:5]=[CH:4][CH:3]=1.[C:9]([O:13][C:14]([NH:16][C@@H:17]([C@H:21]([OH:30])[C:22]1[CH:27]=[CH:26][C:25]([O:28][CH3:29])=[CH:24][CH:23]=1)[C:18]([OH:20])=[O:19])=[O:15])([CH3:12])([CH3:11])[CH3:10].C([O-])([O-])=O.[Cs+].[Cs+].O. Given the product [C:9]([O:13][C:14]([NH:16][C@@H:17]([C@H:21]([OH:30])[C:22]1[CH:27]=[CH:26][C:25]([O:28][CH3:29])=[CH:24][CH:23]=1)[C:18]([O:20][CH2:1][C:2]1[CH:7]=[CH:6][CH:5]=[CH:4][CH:3]=1)=[O:19])=[O:15])([CH3:12])([CH3:11])[CH3:10], predict the reactants needed to synthesize it.